From a dataset of Reaction yield outcomes from USPTO patents with 853,638 reactions. Predict the reaction yield, written as a fraction of the theoretical maximum amount of product (1.0 means a 100% yield; for example, 0.34 means a 34% yield). (1) The reactants are [C:1]([O:4][CH:5]1[C:9]2[N:10]=[CH:11][N:12]=[C:13](Cl)[C:8]=2[CH2:7][CH2:6]1)(=[O:3])[CH3:2].[C:15]([N:22]1[CH2:27][CH2:26][NH:25][CH2:24][CH2:23]1)([O:17][C:18]([CH3:21])([CH3:20])[CH3:19])=[O:16]. The catalyst is CN1C(=O)CCC1.C(OCC)(=O)C. The product is [C:1]([O:4][CH:5]1[C:9]2[N:10]=[CH:11][N:12]=[C:13]([N:25]3[CH2:24][CH2:23][N:22]([C:15]([O:17][C:18]([CH3:21])([CH3:20])[CH3:19])=[O:16])[CH2:27][CH2:26]3)[C:8]=2[CH2:7][CH2:6]1)(=[O:3])[CH3:2]. The yield is 0.750. (2) The reactants are C([C:4]1([CH:12]=[CH:11][C:10]([CH2:13][O:14][CH:15]2[CH2:20][CH2:19][NH:18][CH2:17][CH2:16]2)=[CH:9][CH2:8]1)[C:5]([OH:7])=[O:6])(=O)C.[OH-].[Na+]. The yield is 0.900. The catalyst is CO. The product is [NH:18]1[CH2:17][CH2:16][CH:15]([O:14][CH2:13][C:10]2[CH:11]=[CH:12][C:4]([C:5]([OH:7])=[O:6])=[CH:8][CH:9]=2)[CH2:20][CH2:19]1. (3) The reactants are [NH2:1][C:2]1[C:3]([Cl:10])=[N:4][CH:5]=[CH:6][C:7]=1[CH2:8][OH:9].CC(OI1(OC(C)=O)(OC(C)=O)OC(=O)C2C=CC=CC1=2)=O.C([O-])(O)=O.[Na+].[O-]S([O-])(=S)=O.[Na+].[Na+]. The catalyst is C1COCC1.C(Cl)Cl.CCOC(C)=O. The product is [NH2:1][C:2]1[C:3]([Cl:10])=[N:4][CH:5]=[CH:6][C:7]=1[CH:8]=[O:9]. The yield is 0.527. (4) The reactants are [CH:1]([C:3]1[O:7][C:6]([C:8]2[CH:9]=[N:10][CH:11]=[C:12]([CH:20]=2)[C:13]([NH:15][CH2:16][CH2:17][CH2:18][OH:19])=[O:14])=[CH:5][CH:4]=1)=O.[S:21]1[CH2:25][C:24](=[O:26])[NH:23][C:22]1=[O:27]. The catalyst is C(O)C.N1CCCCC1. The product is [O:27]=[C:22]1[NH:23][C:24](=[O:26])[C:25](=[CH:1][C:3]2[O:7][C:6]([C:8]3[CH:9]=[N:10][CH:11]=[C:12]([CH:20]=3)[C:13]([NH:15][CH2:16][CH2:17][CH2:18][OH:19])=[O:14])=[CH:5][CH:4]=2)[S:21]1. The yield is 0.760. (5) The reactants are [CH2:1]([O:8][C:9]1[C:10]([CH2:18][CH3:19])=[CH:11][C:12](Br)=[C:13]([O:15][CH3:16])[CH:14]=1)[C:2]1[CH:7]=[CH:6][CH:5]=[CH:4][CH:3]=1.C([Li])CCC.[B:25](OCC)([O:29]CC)[O:26]CC. The catalyst is C1COCC1. The product is [CH2:1]([O:8][C:9]1[C:10]([CH2:18][CH3:19])=[CH:11][C:12]([B:25]([OH:29])[OH:26])=[C:13]([O:15][CH3:16])[CH:14]=1)[C:2]1[CH:7]=[CH:6][CH:5]=[CH:4][CH:3]=1. The yield is 0.640.